Dataset: Catalyst prediction with 721,799 reactions and 888 catalyst types from USPTO. Task: Predict which catalyst facilitates the given reaction. (1) The catalyst class is: 6. Reactant: [O:1]=[C:2]1[N:6]2[C:7]3[CH:8]=[CH:9][C:10](B4OC(C)(C)C(C)(C)O4)=[CH:11][C:12]=3[CH2:13][C@H:5]2[C@H:4]([CH2:23][NH:24][C:25](=[O:27])[CH3:26])[O:3]1.Br[C:29]1[CH:30]=[CH:31][C:32]([C:35](=[O:42])[CH2:36][N:37]2[CH:41]=[CH:40][N:39]=[CH:38]2)=[N:33][CH:34]=1.C([O-])([O-])=O.[K+].[K+].O1CCOCC1. Product: [N:37]1([CH2:36][C:35]([C:32]2[N:33]=[CH:34][C:29]([C:10]3[CH:9]=[CH:8][C:7]4[N:6]5[C:2](=[O:1])[O:3][C@@H:4]([CH2:23][NH:24][C:25](=[O:27])[CH3:26])[C@@H:5]5[CH2:13][C:12]=4[CH:11]=3)=[CH:30][CH:31]=2)=[O:42])[CH:41]=[CH:40][N:39]=[CH:38]1. (2) Reactant: [F:1][C:2]1[CH:11]=[C:10]2[C:5]([C:6]([CH3:13])=[CH:7][NH:8][C:9]2=[O:12])=[CH:4][C:3]=1[O:14][CH:15]1[CH2:20][CH2:19][NH:18][CH2:17][CH2:16]1.[CH:21](Br)([CH3:23])[CH3:22].C(N(CC)CC)C. Product: [F:1][C:2]1[CH:11]=[C:10]2[C:5]([C:6]([CH3:13])=[CH:7][NH:8][C:9]2=[O:12])=[CH:4][C:3]=1[O:14][CH:15]1[CH2:16][CH2:17][N:18]([CH:21]([CH3:23])[CH3:22])[CH2:19][CH2:20]1. The catalyst class is: 3. (3) Product: [CH3:1][S:2]([C:5]1[NH:6][C:7](=[O:33])[CH:8]=[C:9]([C@@H:11]([NH:14][C:15]([C:17]2[C:18]3[CH:25]=[N:24][N:23]([C:26]4[CH:31]=[CH:30][C:29]([F:32])=[CH:28][CH:27]=4)[C:19]=3[CH:20]=[N:21][CH:22]=2)=[O:16])[CH2:12][CH3:13])[CH:10]=1)(=[O:3])=[O:4]. The catalyst class is: 6. Reactant: [CH3:1][S:2]([C:5]1[CH:10]=[C:9]([C@@H:11]([NH:14][C:15]([C:17]2[C:18]3[CH:25]=[N:24][N:23]([C:26]4[CH:31]=[CH:30][C:29]([F:32])=[CH:28][CH:27]=4)[C:19]=3[CH:20]=[N:21][CH:22]=2)=[O:16])[CH2:12][CH3:13])[CH:8]=[C:7]([O:33]C)[N:6]=1)(=[O:4])=[O:3].Br. (4) Product: [Cl:1][C:2]1[C:6]([N:7]([CH3:8])[C:28]([C@H:25]2[CH2:24][C@@H:23]([NH:22][C:20](=[O:21])[O:19][C:15]([CH3:16])([CH3:17])[CH3:18])[CH2:27][CH2:26]2)=[O:30])=[CH:5][N:4]([C:9]2[CH:10]=[N:11][CH:12]=[CH:13][CH:14]=2)[N:3]=1. Reactant: [Cl:1][C:2]1[C:6]([NH:7][CH3:8])=[CH:5][N:4]([C:9]2[CH:10]=[N:11][CH:12]=[CH:13][CH:14]=2)[N:3]=1.[C:15]([O:19][C:20]([NH:22][C@@H:23]1[CH2:27][CH2:26][C@H:25]([C:28]([OH:30])=O)[CH2:24]1)=[O:21])([CH3:18])([CH3:17])[CH3:16].F[P-](F)(F)(F)(F)F.N1(OC(N(C)C)=[N+](C)C)C2N=CC=CC=2N=N1.CN1CCOCC1. The catalyst class is: 173. (5) Product: [NH2:1][C:2]1[C:9]([F:10])=[CH:8][C:5]([CH2:6][NH2:7])=[C:4]([F:11])[CH:3]=1. The catalyst class is: 227. Reactant: [NH2:1][C:2]1[C:9]([F:10])=[CH:8][C:5]([C:6]#[N:7])=[C:4]([F:11])[CH:3]=1. (6) Reactant: C(OC(=O)[NH:7][C:8]1[CH:13]=[C:12]([CH3:14])[C:11]([C:15]([F:18])([F:17])[F:16])=[CH:10][C:9]=1[NH:19][C:20](=[O:35])[CH2:21][C:22](=O)[C:23]1[CH:28]=[CH:27][CH:26]=[C:25]([N:29]2[CH:33]=[N:32][CH:31]=[N:30]2)[CH:24]=1)(C)(C)C.C(O)(C(F)(F)F)=O. Product: [CH3:14][C:12]1[C:11]([C:15]([F:16])([F:18])[F:17])=[CH:10][C:9]2[NH:19][C:20](=[O:35])[CH2:21][C:22]([C:23]3[CH:28]=[CH:27][CH:26]=[C:25]([N:29]4[CH:33]=[N:32][CH:31]=[N:30]4)[CH:24]=3)=[N:7][C:8]=2[CH:13]=1. The catalyst class is: 2. (7) Reactant: [OH:1][CH2:2][C:3]([C@H:5]([C@@H:7]([C@@H:9]([CH2:11][OH:12])O)[OH:8])[OH:6])=[O:4].[CH2:13]([NH2:20])[C:14]1[CH:19]=[CH:18][CH:17]=[CH:16][CH:15]=1.C(Cl)Cl.CO.[NH4+].[OH-].C(O)(=O)C. Product: [CH2:13]([NH:20][C@@H:9]([C@H:7]([C@@H:5]([C@@H:3]([CH2:2][OH:1])[OH:4])[OH:6])[OH:8])[CH:11]=[O:12])[C:14]1[CH:19]=[CH:18][CH:17]=[CH:16][CH:15]=1. The catalyst class is: 5. (8) Reactant: [NH2:1][C:2]1[CH:3]=[C:4]([CH:20]=[CH:21][C:22]=1[O:23][CH3:24])[C:5]([NH:7][C:8]1[CH:13]=[CH:12][C:11]([C:14]2[CH:19]=[CH:18][CH:17]=[CH:16][CH:15]=2)=[CH:10][CH:9]=1)=[O:6].Cl.[N:26]1([CH:32]([CH2:36][CH3:37])[C:33](O)=[O:34])[CH2:31][CH2:30][O:29][CH2:28][CH2:27]1.F[P-](F)(F)(F)(F)F.N1(O[P+](N2CCCC2)(N2CCCC2)N2CCCC2)C2C=CC=CC=2N=N1.C(N(C(C)C)CC)(C)C. Product: [C:11]1([C:14]2[CH:19]=[CH:18][CH:17]=[CH:16][CH:15]=2)[CH:10]=[CH:9][C:8]([NH:7][C:5](=[O:6])[C:4]2[CH:20]=[CH:21][C:22]([O:23][CH3:24])=[C:2]([NH:1][C:33](=[O:34])[CH:32]([N:26]3[CH2:27][CH2:28][O:29][CH2:30][CH2:31]3)[CH2:36][CH3:37])[CH:3]=2)=[CH:13][CH:12]=1. The catalyst class is: 3. (9) Reactant: [N:1]1([CH:7]2[CH2:12][CH2:11][CH:10]([C:13]([O:15]CC)=[O:14])[CH2:9][CH2:8]2)[CH2:5][CH2:4][CH2:3][C:2]1=[O:6].C(O)C.[O-]CC.[Na+]. Product: [N:1]1([CH:7]2[CH2:8][CH2:9][CH:10]([C:13]([OH:15])=[O:14])[CH2:11][CH2:12]2)[CH2:5][CH2:4][CH2:3][C:2]1=[O:6]. The catalyst class is: 6.